This data is from Catalyst prediction with 721,799 reactions and 888 catalyst types from USPTO. The task is: Predict which catalyst facilitates the given reaction. Reactant: [NH2:1][C@@H:2]1[C:10]2[C:5](=[CH:6][CH:7]=[CH:8][CH:9]=2)[CH2:4][C@H:3]1[NH:11][C:12]([C:14]1[NH:18][C:17]2[C:19]([Cl:23])=[C:20]([Cl:22])[S:21][C:16]=2[CH:15]=1)=[O:13].C(N(CC)CC)C.[Cl:31][CH2:32][C:33](Cl)=[O:34].O. Product: [Cl:22][C:20]1[S:21][C:16]2[CH:15]=[C:14]([C:12]([NH:11][C@@H:3]3[CH2:4][C:5]4[C:10](=[CH:9][CH:8]=[CH:7][CH:6]=4)[C@H:2]3[NH:1][C:33](=[O:34])[CH2:32][Cl:31])=[O:13])[NH:18][C:17]=2[C:19]=1[Cl:23]. The catalyst class is: 4.